The task is: Predict the reaction yield, written as a fraction of the theoretical maximum amount of product (1.0 means a 100% yield; for example, 0.34 means a 34% yield).. This data is from Reaction yield outcomes from USPTO patents with 853,638 reactions. (1) The reactants are [CH3:1][S:2][C:3]1[N:8]=[C:7]2[NH:9][N:10]=[C:11](O)[C:6]2=[CH:5][N:4]=1.P(Br)(Br)([Br:15])=O.[OH-].[NH4+]. The catalyst is C(#N)C. The product is [Br:15][C:11]1[C:6]2[C:7](=[N:8][C:3]([S:2][CH3:1])=[N:4][CH:5]=2)[NH:9][N:10]=1. The yield is 0.160. (2) The yield is 0.430. The product is [Cl:13][C:6]1[N:7]=[C:2]([Cl:1])[C:3]2[CH:11]=[CH:10][NH:9][C:4]=2[N:5]=1. The reactants are [Cl:1][C:2]1[C:3]2[CH:11]=[CH:10][NH:9][C:4]=2[N:5]=[C:6](N)[N:7]=1.[Sb](Cl)(Cl)[Cl:13].C(ON=O)(C)(C)C. The catalyst is ClCCCl.C(Cl)(Cl)Cl. (3) The reactants are Br[C:2]1[C:6]2[C:7]([NH2:11])=[N:8][CH:9]=[CH:10][C:5]=2[O:4][CH:3]=1.[CH3:12][O:13][C:14]1[CH:19]=[C:18](B2OC(C)(C)C(C)(C)O2)[CH:17]=[CH:16][C:15]=1[NH:29][C:30](=[O:36])[O:31][C:32]([CH3:35])([CH3:34])[CH3:33].C(=O)([O-])[O-].[Na+].[Na+]. The catalyst is COCCOC.O. The product is [NH2:11][C:7]1[C:6]2[C:2]([C:18]3[CH:17]=[CH:16][C:15]([NH:29][C:30](=[O:36])[O:31][C:32]([CH3:33])([CH3:34])[CH3:35])=[C:14]([O:13][CH3:12])[CH:19]=3)=[CH:3][O:4][C:5]=2[CH:10]=[CH:9][N:8]=1. The yield is 0.850. (4) The reactants are [OH:1][C:2]1[CH:3]=[C:4]([C:14]2[N:15](C(OC(C)(C)C)=O)[C:16]([C:19]3[S:20][CH:21]=[CH:22][N:23]=3)=[CH:17][CH:18]=2)[CH:5]=[C:6]([O:8][C@@H:9]([CH3:13])[CH2:10][O:11][CH3:12])[CH:7]=1.F[C:32]1[CH:33]=[CH:34][C:35]([S:38]([CH3:41])(=[O:40])=[O:39])=[N:36][CH:37]=1.O. The catalyst is CN(C)C=O. The product is [CH3:12][O:11][CH2:10][C@H:9]([CH3:13])[O:8][C:6]1[CH:7]=[C:2]([CH:3]=[C:4]([C:14]2[NH:15][C:16]([C:19]3[S:20][CH:21]=[CH:22][N:23]=3)=[CH:17][CH:18]=2)[CH:5]=1)[O:1][C:32]1[CH:33]=[CH:34][C:35]([S:38]([CH3:41])(=[O:40])=[O:39])=[N:36][CH:37]=1. The yield is 0.350.